Dataset: Forward reaction prediction with 1.9M reactions from USPTO patents (1976-2016). Task: Predict the product of the given reaction. (1) Given the reactants [CH2:1]([N:3]([CH2:9][CH3:10])[C:4]([CH3:8])([C:6]#[CH:7])[CH3:5])[CH3:2].[F:11][C:12]1[CH:13]=[C:14]([CH:16]=[CH:17][C:18]=1[O:19][C:20]1[CH:25]=[CH:24][N:23]=[C:22]2[CH:26]=[C:27](I)[S:28][C:21]=12)[NH2:15], predict the reaction product. The product is: [CH2:1]([N:3]([CH2:9][CH3:10])[C:4]([CH3:8])([CH3:5])[C:6]#[C:7][C:27]1[S:28][C:21]2[C:22](=[N:23][CH:24]=[CH:25][C:20]=2[O:19][C:18]2[CH:17]=[CH:16][C:14]([NH2:15])=[CH:13][C:12]=2[F:11])[CH:26]=1)[CH3:2]. (2) Given the reactants [C-]#N.[Na+].[C:4]([O:8][C:9]([N:11]1[CH2:16][CH2:15][C:14]2[N:17]=[C:18]([CH:20]=[O:21])[O:19][C:13]=2[CH2:12]1)=[O:10])([CH3:7])([CH3:6])[CH3:5].[CH3:22][OH:23], predict the reaction product. The product is: [C:4]([O:8][C:9]([N:11]1[CH2:16][CH2:15][C:14]2[N:17]=[C:18]([C:20]([O:23][CH3:22])=[O:21])[O:19][C:13]=2[CH2:12]1)=[O:10])([CH3:7])([CH3:5])[CH3:6]. (3) Given the reactants [CH:1]12[CH2:18][CH:4]([CH:5]([NH:7]C(=O)OCC3C=CC=CC=3)[CH2:6]1)[CH2:3][O:2]2.[ClH:19], predict the reaction product. The product is: [ClH:19].[CH:1]12[CH2:18][CH:4]([CH:5]([NH2:7])[CH2:6]1)[CH2:3][O:2]2. (4) Given the reactants [H-].C([Al+]CC(C)C)C(C)C.CC(C)C([O:15][C@@H:16]1[C@@H:24]([CH2:25][C:26]2[CH:31]=[CH:30][CH:29]=[CH:28][CH:27]=2)[C:23](=[O:32])[O:22][CH2:21][C@H:20]([NH:33][C:34]([C:36]2[C:41]([O:42][CH2:43][C:44]3[CH:49]=[CH:48][CH:47]=[CH:46][CH:45]=3)=[C:40]([O:50][CH3:51])[CH:39]=[CH:38][N:37]=2)=[O:35])[C:19](=[O:52])[O:18][C@H:17]1[CH3:53])=O, predict the reaction product. The product is: [CH2:25]([C@@H:24]1[C@@H:16]([OH:15])[C@H:17]([CH3:53])[O:18][C:19](=[O:52])[C@@H:20]([NH:33][C:34]([C:36]2[C:41]([O:42][CH2:43][C:44]3[CH:49]=[CH:48][CH:47]=[CH:46][CH:45]=3)=[C:40]([O:50][CH3:51])[CH:39]=[CH:38][N:37]=2)=[O:35])[CH2:21][O:22][C:23]1=[O:32])[C:26]1[CH:27]=[CH:28][CH:29]=[CH:30][CH:31]=1.